From a dataset of Full USPTO retrosynthesis dataset with 1.9M reactions from patents (1976-2016). Predict the reactants needed to synthesize the given product. (1) Given the product [CH:1]1([CH2:7][N:8]2[CH2:12][CH2:11][CH2:10][C@H:9]2[CH2:13][NH:14][CH2:25][C:16]2[CH:17]=[CH:18][C:19]3[C:24](=[CH:23][CH:22]=[CH:21][CH:20]=3)[CH:15]=2)[CH2:2][CH2:3][CH2:4][CH2:5][CH2:6]1, predict the reactants needed to synthesize it. The reactants are: [CH:1]1([CH2:7][N:8]2[CH2:12][CH2:11][CH2:10][C@H:9]2[CH2:13][NH2:14])[CH2:6][CH2:5][CH2:4][CH2:3][CH2:2]1.[CH:15]1[C:24]2[C:19](=[CH:20][CH:21]=[CH:22][CH:23]=2)[CH:18]=[CH:17][C:16]=1[CH:25]=O.[Na]. (2) Given the product [C:16]([O:24][CH2:25][CH2:26][C:27]1[CH:28]=[CH:29][C:30]([CH:31]([C:10]2[CH:9]=[CH:8][N:7]=[CH:6][C:5]=2[O:4][CH2:3][O:2][CH3:1])[OH:32])=[CH:33][CH:34]=1)(=[O:23])[C:17]1[CH:18]=[CH:19][CH:20]=[CH:21][CH:22]=1, predict the reactants needed to synthesize it. The reactants are: [CH3:1][O:2][CH2:3][O:4][C:5]1[CH:6]=[N:7][CH:8]=[CH:9][CH:10]=1.C([Li])(C)(C)C.[C:16]([O:24][CH2:25][CH2:26][C:27]1[CH:34]=[CH:33][C:30]([CH:31]=[O:32])=[CH:29][CH:28]=1)(=[O:23])[C:17]1[CH:22]=[CH:21][CH:20]=[CH:19][CH:18]=1.[Cl-].[NH4+]. (3) Given the product [C:16]1([O:15][C:13](=[O:14])[NH:12][C:11]2[S:22][N:25]=[C:9]([S:8][CH2:7][C:6]3[CH:26]=[CH:27][C:3]([O:2][CH3:1])=[CH:4][CH:5]=3)[C:10]=2[C:23]#[N:24])[CH:17]=[CH:18][CH:19]=[CH:20][CH:21]=1, predict the reactants needed to synthesize it. The reactants are: [CH3:1][O:2][C:3]1[CH:27]=[CH:26][C:6]([CH2:7][S:8][C:9](=[NH:25])[C:10]([C:23]#[N:24])=[C:11]([SH:22])[NH:12][C:13]([O:15][C:16]2[CH:21]=[CH:20][CH:19]=[CH:18][CH:17]=2)=[O:14])=[CH:5][CH:4]=1.N1C=CC=CC=1.II.Cl. (4) The reactants are: [C:1]([CH2:4][C:5](=[O:7])[CH3:6])(=[O:3])[CH3:2].[H-].[Na+].[NH4+].[Cl-].C[CH2:13][O:14][C:15]([CH3:17])=[O:16].C[CH2:19][CH2:20][CH2:21][CH2:22][CH3:23].[CH2:24]1COCC1. Given the product [C:1]([CH:4]([C:5](=[O:7])[CH3:6])[CH2:24][C:21]1[CH:20]=[CH:19][C:17]([C:15]([O:14][CH3:13])=[O:16])=[CH:23][CH:22]=1)(=[O:3])[CH3:2], predict the reactants needed to synthesize it. (5) Given the product [NH2:16][C:17]1[CH:18]=[C:19]([CH:20]=[CH:21][CH:22]=1)[O:23][C:2]1[CH:3]=[CH:4][C:5]2[N:6]([CH:8]=[C:9]([C:11]([O:13][CH2:14][CH3:15])=[O:12])[N:10]=2)[N:7]=1, predict the reactants needed to synthesize it. The reactants are: I[C:2]1[CH:3]=[CH:4][C:5]2[N:6]([CH:8]=[C:9]([C:11]([O:13][CH2:14][CH3:15])=[O:12])[N:10]=2)[N:7]=1.[NH2:16][C:17]1[CH:18]=[C:19]([OH:23])[CH:20]=[CH:21][CH:22]=1.C(=O)([O-])[O-].[K+].[K+].CN(C)C=O. (6) Given the product [F:1][C@H:2]1[C@@H:7]([O:8][C:9]2[CH:16]=[CH:15][C:14]([C:17]3[N:22]=[C:21]([NH:23][C:24]4[CH:29]=[CH:28][C:27]([N:30]5[CH2:31][CH2:32][N:33]([CH:36]6[CH2:39][O:38][CH2:37]6)[CH2:34][CH2:35]5)=[CH:26][CH:25]=4)[N:20]=[CH:19][N:18]=3)=[CH:13][C:10]=2[C:11]#[N:12])[CH2:6][CH2:5][N:4]([C:79]([C:77]2[NH:76][N:75]=[C:74]([CH3:73])[CH:78]=2)=[O:80])[CH2:3]1, predict the reactants needed to synthesize it. The reactants are: [F:1][C@H:2]1[C@@H:7]([O:8][C:9]2[CH:16]=[CH:15][C:14]([C:17]3[N:22]=[C:21]([NH:23][C:24]4[CH:29]=[CH:28][C:27]([N:30]5[CH2:35][CH2:34][N:33]([CH:36]6[CH2:39][O:38][CH2:37]6)[CH2:32][CH2:31]5)=[CH:26][CH:25]=4)[N:20]=[CH:19][N:18]=3)=[CH:13][C:10]=2[C:11]#[N:12])[CH2:6][CH2:5][NH:4][CH2:3]1.C(N(CC)C(C)C)(C)C.CN(C(ON1N=NC2C=CC=NC1=2)=[N+](C)C)C.F[P-](F)(F)(F)(F)F.[CH3:73][C:74]1[CH:78]=[C:77]([C:79](O)=[O:80])[NH:76][N:75]=1.